From a dataset of Peptide-MHC class II binding affinity with 134,281 pairs from IEDB. Regression. Given a peptide amino acid sequence and an MHC pseudo amino acid sequence, predict their binding affinity value. This is MHC class II binding data. (1) The peptide sequence is VSLIAVIKGIINLYK. The MHC is DRB1_0901 with pseudo-sequence DRB1_0901. The binding affinity (normalized) is 0.497. (2) The peptide sequence is DCISIGPGSTGLNIT. The MHC is DRB4_0101 with pseudo-sequence DRB4_0103. The binding affinity (normalized) is 0.265. (3) The peptide sequence is ANERADLIAVLKQATK. The MHC is H-2-IEk with pseudo-sequence H-2-IEk. The binding affinity (normalized) is 0.588.